This data is from Catalyst prediction with 721,799 reactions and 888 catalyst types from USPTO. The task is: Predict which catalyst facilitates the given reaction. (1) Reactant: [ClH:1].[CH2:2]=[C:3]([C:5]1[CH:13]=[CH:12][CH:11]=[C:10]2[C:6]=1[CH2:7][N:8]([CH2:17][C:18]1[C:23]([CH3:24])=[CH:22][C:21]([CH3:25])=[CH:20][C:19]=1[CH3:26])[CH:9]2[C:14]([OH:16])=[O:15])[CH3:4]. Product: [ClH:1].[CH:3]([C:5]1[CH:13]=[CH:12][CH:11]=[C:10]2[C:6]=1[CH2:7][N:8]([CH2:17][C:18]1[C:19]([CH3:26])=[CH:20][C:21]([CH3:25])=[CH:22][C:23]=1[CH3:24])[CH:9]2[C:14]([OH:16])=[O:15])([CH3:4])[CH3:2]. The catalyst class is: 43. (2) Reactant: [O-][CH2:2]C.[Na+].[Na].C([O:8][C:9](=[O:31])[CH:10]([CH2:14][C:15]([C:17]1[CH:22]=[CH:21][C:20]([O:23][CH2:24][C:25]2[CH:30]=[CH:29][CH:28]=[CH:27][CH:26]=2)=[CH:19][CH:18]=1)=O)C(=O)C)C.[Cl-].[Cl:33][C:34]1[CH:39]=[C:38]([Cl:40])[CH:37]=[CH:36][C:35]=1[N+:41]#[N:42].[OH-].[Na+].Cl. Product: [CH2:24]([O:23][C:20]1[CH:19]=[CH:18][C:17]([C:15]2[N:41]([C:35]3[CH:36]=[CH:37][C:38]([Cl:40])=[CH:39][C:34]=3[Cl:33])[N:42]=[C:10]([C:9]([OH:8])=[O:31])[C:14]=2[CH3:2])=[CH:22][CH:21]=1)[C:25]1[CH:26]=[CH:27][CH:28]=[CH:29][CH:30]=1. The catalyst class is: 97. (3) Reactant: Br.Br[CH2:3][C:4]([C:6]1[CH:11]=[CH:10][CH:9]=[CH:8][N:7]=1)=O.[CH3:12][C:13]1[C:14]([NH:19][C:20]([NH2:22])=[S:21])=[N:15][CH:16]=[CH:17][CH:18]=1. Product: [CH3:12][C:13]1[C:14]([NH:19][C:20]2[S:21][CH:3]=[C:4]([C:6]3[CH:11]=[CH:10][CH:9]=[CH:8][N:7]=3)[N:22]=2)=[N:15][CH:16]=[CH:17][CH:18]=1. The catalyst class is: 8.